Dataset: Catalyst prediction with 721,799 reactions and 888 catalyst types from USPTO. Task: Predict which catalyst facilitates the given reaction. (1) Reactant: [S:1]([CH2:11][CH2:12][O:13][C:14](=[O:18])[C:15]([CH3:17])=[CH2:16])([C:4]1[CH:10]=[CH:9][C:7]([CH3:8])=[CH:6][CH:5]=1)(=[O:3])=[O:2].[OH:19][CH2:20][CH2:21][CH2:22][O:23][C:24](=[O:28])[C:25]([CH3:27])=[CH2:26].[CH3:29][O:30][C:31](=[O:35])[C:32]([CH3:34])=[CH2:33].[CH2:36]([O:40][C:41](=[O:45])[C:42]([CH3:44])=[CH2:43])[CH:37]1[O:39][CH2:38]1.CC(N=NC(C#N)(C)C)(C#N)C. Product: [S:1]([CH2:11][CH2:12][O:13][C:14](=[O:18])[C:15]([CH3:17])=[CH2:16])([C:4]1[CH:5]=[CH:6][C:7]([CH3:8])=[CH:9][CH:10]=1)(=[O:3])=[O:2].[OH:19][CH2:20][CH2:21][CH2:22][O:23][C:24](=[O:28])[C:25]([CH3:27])=[CH2:26].[CH3:29][O:30][C:31](=[O:35])[C:32]([CH3:34])=[CH2:33].[CH2:36]([O:40][C:41](=[O:45])[C:42]([CH3:44])=[CH2:43])[CH:37]1[O:39][CH2:38]1. The catalyst class is: 7. (2) Reactant: [NH2:1][C:2]1[CH:7]=[CH:6][C:5]([C:8]2[S:9][CH:10]=[C:11]([C:13]([O:15]CC)=[O:14])[N:12]=2)=[CH:4][CH:3]=1.[CH3:18][C:19]([O:22][C:23](O[C:23]([O:22][C:19]([CH3:21])([CH3:20])[CH3:18])=[O:24])=[O:24])([CH3:21])[CH3:20]. Product: [C:19]([O:22][C:23]([NH:1][C:2]1[CH:3]=[CH:4][C:5]([C:8]2[S:9][CH:10]=[C:11]([C:13]([OH:15])=[O:14])[N:12]=2)=[CH:6][CH:7]=1)=[O:24])([CH3:21])([CH3:20])[CH3:18]. The catalyst class is: 1. (3) Reactant: [C:1]([O:6][CH2:7][CH3:8])(=[O:5])[CH:2]([CH3:4])[CH3:3].C([N-]C(C)C)(C)C.[Li+].[Br:17][CH2:18][CH2:19][CH2:20]Br. Product: [Br:17][CH2:18][CH2:19][CH2:20][C:2]([CH3:4])([CH3:3])[C:1]([O:6][CH2:7][CH3:8])=[O:5]. The catalyst class is: 1.